Dataset: Peptide-MHC class I binding affinity with 185,985 pairs from IEDB/IMGT. Task: Regression. Given a peptide amino acid sequence and an MHC pseudo amino acid sequence, predict their binding affinity value. This is MHC class I binding data. (1) The peptide sequence is KNSKFKNFR. The MHC is HLA-A31:01 with pseudo-sequence HLA-A31:01. The binding affinity (normalized) is 0.698. (2) The peptide sequence is SFWFFHPPY. The MHC is HLA-B07:02 with pseudo-sequence HLA-B07:02. The binding affinity (normalized) is 0.0847. (3) The peptide sequence is AVFPRYHPR. The MHC is HLA-A26:02 with pseudo-sequence HLA-A26:02. The binding affinity (normalized) is 0.0847.